Dataset: Forward reaction prediction with 1.9M reactions from USPTO patents (1976-2016). Task: Predict the product of the given reaction. (1) Given the reactants [CH2:1]([Zn]CC)C.FC(F)(F)C(O)=O.ICI.[CH2:16]=[C:17]1[CH2:22][CH2:21][CH2:20][N:19]([C:23]([O:25][CH2:26][C:27]2[CH:32]=[CH:31][CH:30]=[CH:29][CH:28]=2)=[O:24])[CH2:18]1.C(=O)(O)[O-].[Na+], predict the reaction product. The product is: [CH2:1]1[C:17]2([CH2:22][CH2:21][CH2:20][N:19]([C:23]([O:25][CH2:26][C:27]3[CH:28]=[CH:29][CH:30]=[CH:31][CH:32]=3)=[O:24])[CH2:18]2)[CH2:16]1. (2) The product is: [F:26][C:16]1[CH:15]=[C:14]([N:13]2[CH2:27][CH:28]([CH2:29][NH:8][C:6](=[O:7])[CH3:5])[O:30][C:9]2=[O:11])[CH:19]=[CH:18][C:17]=1[N:20]1[CH2:25][CH2:24][O:23][CH2:22][CH2:21]1. Given the reactants C([CH2:5][C:6]([NH2:8])=[O:7])C1OC1.[C:9]([NH:13][C:14]1[CH:19]=[CH:18][C:17]([N:20]2[CH2:25][CH2:24][O:23][CH2:22][CH2:21]2)=[C:16]([F:26])[CH:15]=1)([O:11]C)=O.[CH3:27][C:28](C)([O-:30])[CH3:29].[Li+], predict the reaction product.